Task: Predict the product of the given reaction.. Dataset: Forward reaction prediction with 1.9M reactions from USPTO patents (1976-2016) (1) Given the reactants [C@H:1]1([NH:10][C:11]2[CH:20]=[CH:19][C:18]3[C:13](=[CH:14][CH:15]=[CH:16][C:17]=3I)[N:12]=2)[C:9]2[C:4](=[CH:5][CH:6]=[CH:7][CH:8]=2)[CH2:3][CH2:2]1.[CH:22]1(B(O)O)[CH2:24][CH2:23]1.C1(P(C2CCCCC2)C2CCCCC2)CCCCC1.P([O-])([O-])([O-])=O.[K+].[K+].[K+], predict the reaction product. The product is: [CH:22]1([C:17]2[CH:16]=[CH:15][CH:14]=[C:13]3[C:18]=2[CH:19]=[CH:20][C:11]([NH:10][C@H:1]2[C:9]4[C:4](=[CH:5][CH:6]=[CH:7][CH:8]=4)[CH2:3][CH2:2]2)=[N:12]3)[CH2:24][CH2:23]1. (2) Given the reactants [CH2:1]([CH:4]1[CH2:8][CH2:7][CH2:6][S:5]1(=[O:10])=[O:9])[C:2]#[CH:3].C(Cl)Cl.[CH2:14]([O:21][C:22]1[CH:27]=[C:26](I)[CH:25]=[CH:24][C:23]=1[N:29]1[S:33](=[O:35])(=[O:34])[N:32](CC[Si](C)(C)C)[C:31](=[O:42])[CH2:30]1)[C:15]1[CH:20]=[CH:19][CH:18]=[CH:17][CH:16]=1.C(N(CC)CC)C, predict the reaction product. The product is: [CH2:14]([O:21][C:22]1[CH:27]=[C:26]([C:3]#[C:2][CH2:1][CH:4]2[CH2:8][CH2:7][CH2:6][S:5]2(=[O:10])=[O:9])[CH:25]=[CH:24][C:23]=1[N:29]1[S:33](=[O:35])(=[O:34])[NH:32][C:31](=[O:42])[CH2:30]1)[C:15]1[CH:16]=[CH:17][CH:18]=[CH:19][CH:20]=1. (3) Given the reactants Cl[CH2:2][C:3]1[CH:4]=[CH:5][C:6]2[N:10]=[CH:9][N:8]([C:11]3[S:15][C:14]([C:16]([O:18][CH3:19])=[O:17])=[C:13]([O:20][C@@H:21]([C:23]4[CH:28]=[CH:27][CH:26]=[CH:25][C:24]=4[Cl:29])[CH3:22])[CH:12]=3)[C:7]=2[CH:30]=1.[CH3:31][N:32]1[CH2:37][CH2:36][NH:35][CH2:34][CH2:33]1.C(N(CC)CC)C, predict the reaction product. The product is: [OH-:17].[NH4+:8].[Cl:29][C:24]1[CH:25]=[CH:26][CH:27]=[CH:28][C:23]=1[C@H:21]([O:20][C:13]1[CH:12]=[C:11]([N:8]2[C:7]3[CH:30]=[C:3]([CH2:2][N:35]4[CH2:36][CH2:37][N:32]([CH3:31])[CH2:33][CH2:34]4)[CH:4]=[CH:5][C:6]=3[N:10]=[CH:9]2)[S:15][C:14]=1[C:16]([O:18][CH3:19])=[O:17])[CH3:22]. (4) Given the reactants [N:1]1([CH2:6][CH2:7][CH2:8][O:9][C:10]2[CH:15]=[CH:14][C:13]([C:16]3([CH2:22][NH2:23])[CH2:21][CH2:20][O:19][CH2:18][CH2:17]3)=[CH:12][CH:11]=2)[CH2:5][CH2:4][CH2:3][CH2:2]1.Cl[C:25]1[N:30]=[CH:29][CH:28]=[CH:27][N:26]=1.C(N(CC)C(C)C)(C)C, predict the reaction product. The product is: [N:1]1([CH2:6][CH2:7][CH2:8][O:9][C:10]2[CH:15]=[CH:14][C:13]([C:16]3([CH2:22][NH:23][C:25]4[N:30]=[CH:29][CH:28]=[CH:27][N:26]=4)[CH2:17][CH2:18][O:19][CH2:20][CH2:21]3)=[CH:12][CH:11]=2)[CH2:5][CH2:4][CH2:3][CH2:2]1. (5) The product is: [CH:11]1([CH2:17][O:1][C:2]2[CH:9]=[CH:8][C:5]([CH:6]=[O:7])=[CH:4][CH:3]=2)[CH2:15][CH2:14][CH2:13][CH2:12]1. Given the reactants [OH:1][C:2]1[CH:9]=[CH:8][C:5]([CH:6]=[O:7])=[CH:4][CH:3]=1.I[C:11]1([CH3:17])[CH2:15][CH2:14][CH:13](C)[CH2:12]1.[I-].[Na+], predict the reaction product. (6) Given the reactants C12N([C:9]3[CH:18]=[N:17][C:16]4[C:11](=[CH:12][CH:13]=[CH:14][CH:15]=4)[N:10]=3)CC1CCNC2.[CH:19]12[CH2:25][NH:24][CH:23]1[CH2:22][N:21]([C:26]([C:28]1[CH:33]=[CH:32][CH:31]=[CH:30][C:29]=1[O:34][CH3:35])=[O:27])[CH2:20]2.ClC1C=NC2C(=CC=CC=2)N=1, predict the reaction product. The product is: [CH3:35][O:34][C:29]1[CH:30]=[CH:31][CH:32]=[CH:33][C:28]=1[C:26]([N:21]1[CH2:22][CH:23]2[CH:19]([CH2:25][N:24]2[C:9]2[CH:18]=[N:17][C:16]3[C:11](=[CH:12][CH:13]=[CH:14][CH:15]=3)[N:10]=2)[CH2:20]1)=[O:27]. (7) Given the reactants Br[C:2]1[CH:3]=[CH:4][C:5]2[NH:6][C:7]3[C:12]([C:13]=2[CH:14]=1)=[CH:11][CH:10]=[CH:9][CH:8]=3.[C:15]1([C:24]2[CH:29]=[CH:28][CH:27]=[CH:26][CH:25]=2)[CH:20]=[CH:19][C:18](B(O)O)=[CH:17][CH:16]=1.C1(C)C=CC=CC=1P(C1C=CC=CC=1C)C1C=CC=CC=1C.C(=O)([O-])[O-].[K+].[K+], predict the reaction product. The product is: [C:15]1([C:24]2[CH:25]=[CH:26][CH:27]=[CH:28][CH:29]=2)[CH:20]=[CH:19][C:18]([C:2]2[CH:3]=[CH:4][C:5]3[NH:6][C:7]4[C:12]([C:13]=3[CH:14]=2)=[CH:11][CH:10]=[CH:9][CH:8]=4)=[CH:17][CH:16]=1.